This data is from CYP2C19 inhibition data for predicting drug metabolism from PubChem BioAssay. The task is: Regression/Classification. Given a drug SMILES string, predict its absorption, distribution, metabolism, or excretion properties. Task type varies by dataset: regression for continuous measurements (e.g., permeability, clearance, half-life) or binary classification for categorical outcomes (e.g., BBB penetration, CYP inhibition). Dataset: cyp2c19_veith. (1) The compound is CC(C)(CN)SCc1ccccc1. The result is 0 (non-inhibitor). (2) The drug is Nc1nc(NCc2ccccc2)nc(Nc2cccc(F)c2)c1[N+](=O)[O-]. The result is 0 (non-inhibitor). (3) The drug is CC(=O)Nc1cc(CN2CCCCC2)c(O)c2ncccc12. The result is 0 (non-inhibitor). (4) The molecule is CCCCOc1ccc(OC(=O)c2cccnc2)cc1. The result is 1 (inhibitor). (5) The drug is COC(=O)N1CCC[C@@]2(CCN(Cc3cc(C(F)(F)F)cc(C(F)(F)F)c3)C2)C1. The result is 0 (non-inhibitor). (6) The molecule is Cc1nc2ccccc2c(=O)n1NC(=O)c1ccccc1Cl. The result is 1 (inhibitor). (7) The molecule is N[C@H](C(=O)O)[C@H](N)C(=O)O. The result is 0 (non-inhibitor). (8) The molecule is Cc1ccc(S(=O)(=O)/N=C(\c2ccc(F)cc2)n2c(C)nc3ccccc32)cc1. The result is 1 (inhibitor). (9) The drug is Cc1nc2c(C(=O)N3CCOCC3)cnn2c(C)c1Cc1ccc(Cl)cc1. The result is 1 (inhibitor).